Dataset: Catalyst prediction with 721,799 reactions and 888 catalyst types from USPTO. Task: Predict which catalyst facilitates the given reaction. (1) Reactant: [OH:1][CH:2]1[N:6]([C:7]([O:9][C:10]([CH3:13])([CH3:12])[CH3:11])=[O:8])[C@H:5]([C:14]([O:16][CH2:17][C:18]2[CH:23]=[CH:22][CH:21]=[CH:20][CH:19]=2)=[O:15])[CH2:4][CH2:3]1.O.[C:25]1(C)C=CC(S(O)(=O)=O)=CC=1.C(=O)([O-])O.[Na+]. Product: [CH3:25][O:1][CH:2]1[N:6]([C:7]([O:9][C:10]([CH3:12])([CH3:13])[CH3:11])=[O:8])[C@H:5]([C:14]([O:16][CH2:17][C:18]2[CH:19]=[CH:20][CH:21]=[CH:22][CH:23]=2)=[O:15])[CH2:4][CH2:3]1. The catalyst class is: 5. (2) Reactant: [CH2:1]([CH:3]([C:6]1[C:7]2[N:8]([C:13]([C:17]3[S:21][C:20](Br)=[N:19][C:18]=3[CH3:23])=[C:14]([CH3:16])[N:15]=2)[N:9]=[C:10]([CH3:12])[CH:11]=1)[CH2:4][CH3:5])[CH3:2].[NH:24]1[CH2:29][CH2:28][O:27][CH2:26][CH2:25]1.C(=O)([O-])[O-].[Cs+].[Cs+]. Product: [CH2:1]([CH:3]([C:6]1[C:7]2[N:8]([C:13]([C:17]3[S:21][C:20]([N:24]4[CH2:29][CH2:28][O:27][CH2:26][CH2:25]4)=[N:19][C:18]=3[CH3:23])=[C:14]([CH3:16])[N:15]=2)[N:9]=[C:10]([CH3:12])[CH:11]=1)[CH2:4][CH3:5])[CH3:2]. The catalyst class is: 1. (3) Reactant: [C:1]([O:5][C:6]([N:8]1[CH2:13][CH2:12][CH:11]([NH:14][C:15]2[O:16][C:17]3[CH:23]=[CH:22][C:21]([OH:24])=[CH:20][C:18]=3[N:19]=2)[CH2:10][CH2:9]1)=[O:7])([CH3:4])([CH3:3])[CH3:2].C(=O)([O-])[O-].[K+].[K+].Br[CH2:32][C:33]#[N:34]. Product: [C:1]([O:5][C:6]([N:8]1[CH2:13][CH2:12][CH:11]([NH:14][C:15]2[O:16][C:17]3[CH:23]=[CH:22][C:21]([O:24][CH2:32][C:33]#[N:34])=[CH:20][C:18]=3[N:19]=2)[CH2:10][CH2:9]1)=[O:7])([CH3:4])([CH3:2])[CH3:3]. The catalyst class is: 21. (4) Reactant: [CH2:1]([N:8]=[C:9]=[O:10])[C:2]1[CH:7]=[CH:6][CH:5]=[CH:4][CH:3]=1.[N:11]12CCN(CC1)CC2.C(OCC)(=O)C.C(=O)([O-])O.[Na+]. Product: [CH2:1]([NH:8][C:9]([NH2:11])=[O:10])[C:2]1[CH:7]=[CH:6][CH:5]=[CH:4][CH:3]=1. The catalyst class is: 11. (5) Reactant: [CH3:1][CH:2]([C:4]1[C:8]2[C:9]([O:13][C:14]3[CH:19]=[CH:18][C:17]([N+:20]([O-])=O)=[CH:16][N:15]=3)=[CH:10][CH:11]=[CH:12][C:7]=2[O:6][N:5]=1)[CH3:3].O.O.[Sn](Cl)(Cl)Cl. Product: [CH3:3][CH:2]([C:4]1[C:8]2[C:9]([O:13][C:14]3[N:15]=[CH:16][C:17]([NH2:20])=[CH:18][CH:19]=3)=[CH:10][CH:11]=[CH:12][C:7]=2[O:6][N:5]=1)[CH3:1]. The catalyst class is: 8. (6) Reactant: Cl[C:2]1[C:7]2[O:8][CH2:9][CH2:10][N:11]([CH2:12][C:13]3[CH:18]=[CH:17][C:16]([CH2:19][N:20]4[CH:24]=[C:23]([CH3:25])[CH:22]=[N:21]4)=[CH:15][CH:14]=3)[C:6]=2[N:5]=[CH:4][N:3]=1.[NH2:26][CH2:27][C:28]1[CH:29]=[C:30]2[C:35](=[CH:36][CH:37]=1)[C:34]([NH2:38])=[N:33][CH:32]=[CH:31]2. Product: [NH2:38][C:34]1[C:35]2[C:30](=[CH:29][C:28]([CH2:27][NH:26][C:2]3[C:7]4[O:8][CH2:9][CH2:10][N:11]([CH2:12][C:13]5[CH:18]=[CH:17][C:16]([CH2:19][N:20]6[CH:24]=[C:23]([CH3:25])[CH:22]=[N:21]6)=[CH:15][CH:14]=5)[C:6]=4[N:5]=[CH:4][N:3]=3)=[CH:37][CH:36]=2)[CH:31]=[CH:32][N:33]=1. The catalyst class is: 8. (7) Reactant: [CH3:1][C:2]1[C:10]2[C:9]3[CH:11]=[CH:12][CH:13]=[CH:14][C:8]=3[S:7][C:6]=2[CH:5]=[CH:4][C:3]=1[N+:15]([O-])=O.CCOC(C)=O. Product: [NH2:15][C:3]1[CH:4]=[CH:5][C:6]2[S:7][C:8]3[CH:14]=[CH:13][CH:12]=[CH:11][C:9]=3[C:10]=2[C:2]=1[CH3:1]. The catalyst class is: 29.